This data is from Reaction yield outcomes from USPTO patents with 853,638 reactions. The task is: Predict the reaction yield, written as a fraction of the theoretical maximum amount of product (1.0 means a 100% yield; for example, 0.34 means a 34% yield). (1) The product is [OH:28][NH:27][C:25](=[O:26])[C@:24]([CH3:39])([S:35]([CH3:38])(=[O:37])=[O:36])[CH2:23][CH2:22][N:19]1[CH:20]=[CH:21][C:16]([C:13]2[CH:12]=[CH:11][C:10]([O:9][CH:6]3[CH2:5][CH2:4][CH:3]([OH:2])[CH2:8][CH2:7]3)=[CH:15][CH:14]=2)=[CH:17][C:18]1=[O:40]. The yield is 0.540. The catalyst is O1CCOCC1. The reactants are Cl.[OH:2][CH:3]1[CH2:8][CH2:7][CH:6]([O:9][C:10]2[CH:15]=[CH:14][C:13]([C:16]3[CH:21]=[CH:20][N:19]([CH2:22][CH2:23][C@@:24]([CH3:39])([S:35]([CH3:38])(=[O:37])=[O:36])[C:25]([NH:27][O:28]C4CCCCO4)=[O:26])[C:18](=[O:40])[CH:17]=3)=[CH:12][CH:11]=2)[CH2:5][CH2:4]1. (2) The reactants are Cl[C:2]1[CH:7]=[CH:6][N:5]=[C:4]2[CH:8]=[C:9]([C:11]3[N:15]([CH3:16])[CH:14]=[N:13][CH:12]=3)[S:10][C:3]=12.[F:17][C:18]1[CH:23]=[C:22]([N+:24]([O-:26])=[O:25])[CH:21]=[CH:20][C:19]=1[OH:27].C([O-])([O-])=O.[K+].[K+].C(Cl)Cl. The catalyst is O(C1C=CC=CC=1)C1C=CC=CC=1. The product is [F:17][C:18]1[CH:23]=[C:22]([N+:24]([O-:26])=[O:25])[CH:21]=[CH:20][C:19]=1[O:27][C:2]1[CH:7]=[CH:6][N:5]=[C:4]2[CH:8]=[C:9]([C:11]3[N:15]([CH3:16])[CH:14]=[N:13][CH:12]=3)[S:10][C:3]=12. The yield is 0.430.